This data is from Full USPTO retrosynthesis dataset with 1.9M reactions from patents (1976-2016). The task is: Predict the reactants needed to synthesize the given product. Given the product [NH2:25][CH:21]1[CH2:22][CH2:23][CH2:24][C:19]([C:33]([F:1])([F:14])[C:39]2[CH:44]=[CH:43][CH:42]=[CH:41][CH:40]=2)([OH:18])[CH2:20]1, predict the reactants needed to synthesize it. The reactants are: [F:1][B-](F)(F)F.N#[O+].N1C=CC=CC=1.[FH:14].C([O:18][C:19]1([C:33]2([C:39]3[CH:44]=[CH:43][CH:42]=[CH:41][CH:40]=3)SCCCS2)[CH2:24][CH2:23][CH2:22][CH:21]([NH:25]C(OC(C)(C)C)=O)[CH2:20]1)(=O)C.C(=O)([O-])[O-].[Na+].[Na+].